From a dataset of Reaction yield outcomes from USPTO patents with 853,638 reactions. Predict the reaction yield, written as a fraction of the theoretical maximum amount of product (1.0 means a 100% yield; for example, 0.34 means a 34% yield). (1) The reactants are I[C:2]1[CH:3]=[C:4]([N:8]2[C:12]3=[N:13][C:14]([N:17]4[CH2:22][CH2:21][O:20][CH2:19][CH2:18]4)=[CH:15][CH:16]=[C:11]3[C:10]([C:23]([O:25][CH3:26])=[O:24])=[N:9]2)[CH:5]=[CH:6][CH:7]=1.[C:27]([C@:29]1([OH:36])[CH2:33][CH2:32][N:31]([CH3:34])[C:30]1=[O:35])#[CH:28]. No catalyst specified. The product is [OH:36][C@@:29]1([C:27]#[C:28][C:2]2[CH:3]=[C:4]([N:8]3[C:12]4=[N:13][C:14]([N:17]5[CH2:18][CH2:19][O:20][CH2:21][CH2:22]5)=[CH:15][CH:16]=[C:11]4[C:10]([C:23]([O:25][CH3:26])=[O:24])=[N:9]3)[CH:5]=[CH:6][CH:7]=2)[CH2:33][CH2:32][N:31]([CH3:34])[C:30]1=[O:35]. The yield is 0.810. (2) The reactants are [F:1][C:2]([F:16])([F:15])[C:3]1[C:4]([N:9]2[CH2:14][CH2:13][NH:12][CH2:11][CH2:10]2)=[N:5][CH:6]=[CH:7][CH:8]=1.[CH:17]1([CH2:22][C:23](O)=[O:24])[CH2:21][CH2:20][CH2:19][CH2:18]1.F[P-](F)(F)(F)(F)F.N1(O[P+](N(C)C)(N(C)C)N(C)C)C2C=CC=CC=2N=N1. The catalyst is CN(C)C=O. The product is [CH:17]1([CH2:22][C:23]([N:12]2[CH2:11][CH2:10][N:9]([C:4]3[C:3]([C:2]([F:1])([F:15])[F:16])=[CH:8][CH:7]=[CH:6][N:5]=3)[CH2:14][CH2:13]2)=[O:24])[CH2:21][CH2:20][CH2:19][CH2:18]1. The yield is 0.430. (3) The reactants are NN.[CH2:3]([O:5][C:6](=[O:31])[C:7]1[CH:12]=[CH:11][C:10]([O:13][C@H:14]2[CH2:19][CH2:18][C@@H:17]([N:20]3[C:28](=[O:29])C4C(=CC=CC=4)C3=O)[CH2:16][CH2:15]2)=[CH:9][CH:8]=1)[CH3:4].[F:32][C:33]([F:45])([F:44])[O:34][C:35]1[CH:40]=[CH:39][C:38]([N:41]=C=O)=[CH:37][CH:36]=1.C(N(CC)CC)C. The yield is 0.850. The catalyst is C(Cl)Cl.CN(C=O)C.O.CO. The product is [CH2:3]([O:5][C:6](=[O:31])[C:7]1[CH:8]=[CH:9][C:10]([O:13][C@H:14]2[CH2:15][CH2:16][C@@H:17]([NH:20][C:28]([NH:41][C:38]3[CH:39]=[CH:40][C:35]([O:34][C:33]([F:32])([F:44])[F:45])=[CH:36][CH:37]=3)=[O:29])[CH2:18][CH2:19]2)=[CH:11][CH:12]=1)[CH3:4]. (4) The reactants are [NH:1]1[CH2:4][CH:3]([C:5]([O:7][C:8]([CH3:11])([CH3:10])[CH3:9])=[O:6])[CH2:2]1.[C:12]([CH2:14][C:15](=[NH:19])OCC)#[N:13]. The catalyst is CCO. The product is [C:12]([CH2:14][C:15]([N:1]1[CH2:2][CH:3]([C:5]([O:7][C:8]([CH3:11])([CH3:10])[CH3:9])=[O:6])[CH2:4]1)=[NH:19])#[N:13]. The yield is 1.00. (5) The reactants are [H-].[Na+].[CH2:3]([O:10][CH2:11][N:12]1[C:17](=[O:18])[C:16]([Br:19])=[N:15][NH:14][C:13]1=[O:20])[C:4]1[CH:9]=[CH:8][CH:7]=[CH:6][CH:5]=1.Br[CH2:22][C:23]([C:25]1[CH:30]=[CH:29][CH:28]=[CH:27][CH:26]=1)=[O:24].O. The catalyst is CN(C=O)C. The product is [CH2:3]([O:10][CH2:11][N:12]1[C:17](=[O:18])[C:16]([Br:19])=[N:15][N:14]([CH2:22][C:23](=[O:24])[C:25]2[CH:30]=[CH:29][CH:28]=[CH:27][CH:26]=2)[C:13]1=[O:20])[C:4]1[CH:9]=[CH:8][CH:7]=[CH:6][CH:5]=1. The yield is 0.920. (6) The reactants are Cl.C(O[C:5]([C:7]1[CH:8]=[C:9]2[C:13](=[CH:14][CH:15]=1)[NH:12][N:11]=[C:10]2[C:16]1[CH:21]=[CH:20][C:19]([F:22])=[CH:18][CH:17]=1)=[NH:6])C.C[O-].[Na+].[NH2:26][NH:27][C:28](=O)[CH2:29][N:30]([CH2:33][CH3:34])[CH2:31][CH3:32]. The catalyst is C(O)C.CO. The product is [CH2:31]([N:30]([CH2:33][CH3:34])[CH2:29][C:28]1[NH:27][N:26]=[C:5]([C:7]2[CH:8]=[C:9]3[C:13](=[CH:14][CH:15]=2)[NH:12][N:11]=[C:10]3[C:16]2[CH:21]=[CH:20][C:19]([F:22])=[CH:18][CH:17]=2)[N:6]=1)[CH3:32]. The yield is 0.110. (7) The reactants are C[Si]([N-][Si](C)(C)C)(C)C.[Na+].O1CCCC1.[CH3:16][O:17][C:18]1[CH:19]=[C:20]2[C:25](=[CH:26][C:27]=1[O:28][CH2:29][CH2:30][N:31]1[CH2:36][CH2:35][O:34][CH2:33][CH2:32]1)[N:24]=[CH:23][N:22]=[C:21]2OC1C(F)=C(F)C(F)=C(F)C=1F.[Cl:49][C:50]1[CH:58]=[C:57]([C:59]#[C:60][CH2:61][O:62][CH3:63])[C:53]2[O:54][CH2:55][O:56][C:52]=2[C:51]=1[NH2:64].[Cl-].[NH4+]. The catalyst is CN(C)C=O. The product is [Cl:49][C:50]1[CH:58]=[C:57]([C:59]#[C:60][CH2:61][O:62][CH3:63])[C:53]2[O:54][CH2:55][O:56][C:52]=2[C:51]=1[NH:64][C:21]1[C:20]2[C:25](=[CH:26][C:27]([O:28][CH2:29][CH2:30][N:31]3[CH2:32][CH2:33][O:34][CH2:35][CH2:36]3)=[C:18]([O:17][CH3:16])[CH:19]=2)[N:24]=[CH:23][N:22]=1. The yield is 0.0800. (8) The reactants are [Cl:1][C:2]1[CH:7]=[C:6]([Cl:8])[CH:5]=[CH:4][C:3]=1[C:9]1[C:17]2[C:13](=[C:14]([CH:19]=[O:20])[N:15]([CH3:18])[N:16]=2)[CH:12]=[CH:11][CH:10]=1.S([CH2:31][N:32]=[C:33]=O)(C1C=CC(C)=CC=1)(=O)=O.C(=O)([O-])[O-].[K+].[K+]. The catalyst is CO. The product is [Cl:1][C:2]1[CH:7]=[C:6]([Cl:8])[CH:5]=[CH:4][C:3]=1[C:9]1[C:17]2[C:13](=[C:14]([C:19]3[O:20][CH:33]=[N:32][CH:31]=3)[N:15]([CH3:18])[N:16]=2)[CH:12]=[CH:11][CH:10]=1. The yield is 0.990.